Predict the reactants needed to synthesize the given product. From a dataset of Full USPTO retrosynthesis dataset with 1.9M reactions from patents (1976-2016). (1) Given the product [F:1][C:2]1[CH:3]=[CH:4][C:5]([N:8]2[CH2:9][CH2:10][N:11]([C:14]3[N:19]=[CH:18][N:17]=[C:16]([N:20]([CH2:25][C:26]4[CH:27]=[CH:28][C:29]([S:32][C:33]([CH3:42])([CH3:41])[C:34]([OH:36])=[O:35])=[CH:30][CH:31]=4)[CH2:21][CH2:22][O:23][CH3:24])[CH:15]=3)[CH2:12][CH2:13]2)=[CH:6][CH:7]=1, predict the reactants needed to synthesize it. The reactants are: [F:1][C:2]1[CH:7]=[CH:6][C:5]([N:8]2[CH2:13][CH2:12][N:11]([C:14]3[N:19]=[CH:18][N:17]=[C:16]([N:20]([CH2:25][C:26]4[CH:31]=[CH:30][C:29]([S:32][C:33]([CH3:42])([CH3:41])[C:34]([O:36]C(C)(C)C)=[O:35])=[CH:28][CH:27]=4)[CH2:21][CH2:22][O:23][CH3:24])[CH:15]=3)[CH2:10][CH2:9]2)=[CH:4][CH:3]=1.C(O)(C(F)(F)F)=O. (2) The reactants are: [CH3:1][N:2]([CH3:19])[CH2:3][CH2:4][N:5]([CH3:18])[C:6]1[C:14]2[C:9](=[CH:10][CH:11]=[C:12]([N+:15]([O-])=O)[CH:13]=2)[NH:8][N:7]=1. Given the product [CH3:1][N:2]([CH3:19])[CH2:3][CH2:4][N:5]([CH3:18])[C:6]1[C:14]2[C:9](=[CH:10][CH:11]=[C:12]([NH2:15])[CH:13]=2)[NH:8][N:7]=1, predict the reactants needed to synthesize it. (3) Given the product [ClH:1].[ClH:1].[OH:16][C:11]1([CH:21]([C:48]2[CH:53]=[CH:52][C:51]([OH:54])=[C:50]([O:55][C:56]([F:57])([F:59])[F:58])[CH:49]=2)[CH2:22][N:23]2[CH2:24][CH2:25][N:26]([CH3:29])[CH2:27][CH2:28]2)[CH2:10][CH2:15][CH2:14][CH2:13][CH2:12]1, predict the reactants needed to synthesize it. The reactants are: [ClH:1].Cl.OC1([C:10]2(O)[CH:15]=[CH:14][CH:13]=[CH:12][C:11]2([CH2:21][CH2:22][N:23]2[CH2:28][CH2:27][N:26]([CH3:29])[CH2:25][CH2:24]2)[O:16]C(F)(F)F)CCCCC1.Cl.Cl.OC1(C([C:48]2[CH:53]=[CH:52][C:51]([OH:54])=[C:50]([O:55][C:56]([F:59])([F:58])[F:57])[CH:49]=2)CN2CCNCC2)CCCCC1. (4) Given the product [NH:27]1[CH:28]=[CH:29][N:30]=[C:26]1[CH2:25][NH:24][CH2:23][C:19]1[CH:20]=[C:21]2[C:16](=[CH:17][CH:18]=1)[CH2:15][N:14]([CH2:13][CH2:12][CH2:11][CH2:10][N:9]([CH2:6][CH2:7][CH3:8])[CH2:32][CH2:33][CH3:34])[CH2:22]2, predict the reactants needed to synthesize it. The reactants are: C1COCC1.[CH2:6]([N:9]([CH2:32][CH2:33][CH3:34])[CH2:10][CH2:11][CH2:12][CH2:13][N:14]1[CH2:22][C:21]2[C:16](=[CH:17][CH:18]=[C:19]([CH2:23][NH:24][CH2:25][C:26]3[NH:27][CH:28]=[CH:29][N:30]=3)[CH:20]=2)[C:15]1=O)[CH2:7][CH3:8]. (5) Given the product [Cl:46][C:45]1[C:40]([OH:39])=[C:41]([S:48]([N:11]([CH2:10][C:9]2[CH:27]=[CH:28][CH:29]=[C:7]([O:6][C:5]3[CH:4]=[CH:3][C:2]([F:1])=[CH:31][CH:30]=3)[CH:8]=2)[CH2:12][C:13]2[CH:18]=[CH:17][C:16]([CH2:19][CH2:20][CH2:21][CH2:22][CH2:23][CH2:24][CH2:25][CH3:26])=[CH:15][CH:14]=2)(=[O:50])=[O:49])[CH:42]=[C:43]([Cl:47])[CH:44]=1, predict the reactants needed to synthesize it. The reactants are: [F:1][C:2]1[CH:31]=[CH:30][C:5]([O:6][C:7]2[CH:8]=[C:9]([CH:27]=[CH:28][CH:29]=2)[CH2:10][NH:11][CH2:12][C:13]2[CH:18]=[CH:17][C:16]([CH2:19][CH2:20][CH2:21][CH2:22][CH2:23][CH2:24][CH2:25][CH3:26])=[CH:15][CH:14]=2)=[CH:4][CH:3]=1.C(N(CC)CC)C.[OH:39][C:40]1[C:45]([Cl:46])=[CH:44][C:43]([Cl:47])=[CH:42][C:41]=1[S:48](Cl)(=[O:50])=[O:49]. (6) The reactants are: [F:1][C:2]1[CH:10]=[C:9]2[C:5]([CH2:6][CH2:7][N:8]2[CH:11]2[CH2:16][CH2:15][NH:14][CH2:13][CH2:12]2)=[CH:4][CH:3]=1.Cl.[Cl:18][C:19]1[N:20]=[N:21][C:22](Cl)=[CH:23][CH:24]=1.CCN(CC)CC. Given the product [Cl:18][C:19]1[N:20]=[N:21][C:22]([N:14]2[CH2:15][CH2:16][CH:11]([N:8]3[C:9]4[C:5](=[CH:4][CH:3]=[C:2]([F:1])[CH:10]=4)[CH2:6][CH2:7]3)[CH2:12][CH2:13]2)=[CH:23][CH:24]=1, predict the reactants needed to synthesize it. (7) Given the product [Cl:16][C:17]1[N:22]=[C:11]([C:12]([OH:15])([CH3:14])[CH3:13])[CH:20]=[CH:19][N:18]=1, predict the reactants needed to synthesize it. The reactants are: C1(C)C=CC=CC=1.C[Mg]Cl.[CH3:11][C:12]([OH:15])([CH3:14])[CH3:13].[Cl:16][C:17]1[N:22]=C(C(OC)=O)[CH:20]=[CH:19][N:18]=1. (8) Given the product [CH2:22]([O:24][CH2:25][CH2:26][NH:27][C:2]1[N:7]=[C:6]([CH:8]([C:11]2[N:15]([CH2:16][CH3:17])[C:14]3[CH:18]=[CH:19][CH:20]=[CH:21][C:13]=3[N:12]=2)[C:9]#[N:10])[CH:5]=[CH:4][N:3]=1)[CH3:23], predict the reactants needed to synthesize it. The reactants are: Cl[C:2]1[N:7]=[C:6]([CH:8]([CH:11]2[N:15]([CH2:16][CH3:17])[C:14]3[CH:18]=[CH:19][CH:20]=[CH:21][C:13]=3[NH:12]2)[C:9]#[N:10])[CH:5]=[CH:4][N:3]=1.[CH2:22]([O:24][CH2:25][CH2:26][NH2:27])[CH3:23].